From a dataset of Forward reaction prediction with 1.9M reactions from USPTO patents (1976-2016). Predict the product of the given reaction. Given the reactants [CH2:1]([O:8][C:9]([NH:11][C:12]([CH3:17])([CH3:16])[C:13](O)=[O:14])=[O:10])[C:2]1[CH:7]=[CH:6][CH:5]=[CH:4][CH:3]=1.O[N:19]1C2C=CC=CC=2N=N1.Cl.C(N=C=NCCCN(C)C)C.N, predict the reaction product. The product is: [CH2:1]([O:8][C:9]([NH:11][C:12]([CH3:17])([CH3:16])[C:13]([NH2:19])=[O:14])=[O:10])[C:2]1[CH:7]=[CH:6][CH:5]=[CH:4][CH:3]=1.